Dataset: Forward reaction prediction with 1.9M reactions from USPTO patents (1976-2016). Task: Predict the product of the given reaction. (1) Given the reactants [NH2:1][C:2]1[CH:3]=[CH:4][C:5]([O:18][C:19]([F:22])([F:21])[F:20])=[C:6]([NH:8][C:9](=[O:17])[CH2:10][N:11]2[CH2:16][CH2:15][O:14][CH2:13][CH2:12]2)[CH:7]=1.[C:23]1([C:32]2[CH:37]=[CH:36][CH:35]=[CH:34][CH:33]=2)[CH:28]=[CH:27][C:26]([C:29](O)=[O:30])=[CH:25][CH:24]=1.F[P-](F)(F)(F)(F)F.N1(O[P+](N2CCCC2)(N2CCCC2)N2CCCC2)C2C=CC=CC=2N=N1.C(N(C(C)C)CC)(C)C, predict the reaction product. The product is: [N:11]1([CH2:10][C:9]([NH:8][C:6]2[CH:7]=[C:2]([NH:1][C:29]([C:26]3[CH:27]=[CH:28][C:23]([C:32]4[CH:33]=[CH:34][CH:35]=[CH:36][CH:37]=4)=[CH:24][CH:25]=3)=[O:30])[CH:3]=[CH:4][C:5]=2[O:18][C:19]([F:21])([F:22])[F:20])=[O:17])[CH2:12][CH2:13][O:14][CH2:15][CH2:16]1. (2) The product is: [C:16]1([C:2]2[N:28]=[C:23]3[CH:24]=[CH:25][CH:26]=[CH:27][N:22]3[C:3]=2[C:5]2[CH:15]=[CH:14][C:8]3[O:9][CH2:10][C:11](=[O:13])[NH:12][C:7]=3[CH:6]=2)[CH:21]=[CH:20][CH:19]=[CH:18][CH:17]=1. Given the reactants Br[CH:2]([C:16]1[CH:21]=[CH:20][CH:19]=[CH:18][CH:17]=1)[C:3]([C:5]1[CH:15]=[CH:14][C:8]2[O:9][CH2:10][C:11](=[O:13])[NH:12][C:7]=2[CH:6]=1)=O.[N:22]1[CH:27]=[CH:26][CH:25]=[CH:24][C:23]=1[NH2:28].O.C1(C)C=CC(S(O)(=O)=O)=CC=1, predict the reaction product. (3) Given the reactants Cl[C:2]1[CH:7]=[C:6]([C:8]2[CH:13]=[CH:12][C:11]([O:14][C:15]3[CH:20]=[CH:19][C:18]([F:21])=[CH:17][CH:16]=3)=[CH:10][CH:9]=2)[N:5]=[C:4]([C:22]([O:24][CH3:25])=[O:23])[CH:3]=1.[CH3:26][CH2:27]CC[N+](CCCC)(CCCC)CCCC.[F-].CC1(C)C(C)(C)OB(C=C)O1, predict the reaction product. The product is: [F:21][C:18]1[CH:19]=[CH:20][C:15]([O:14][C:11]2[CH:12]=[CH:13][C:8]([C:6]3[N:5]=[C:4]([C:22]([O:24][CH3:25])=[O:23])[CH:3]=[C:2]([CH:26]=[CH2:27])[CH:7]=3)=[CH:9][CH:10]=2)=[CH:16][CH:17]=1.